Dataset: Reaction yield outcomes from USPTO patents with 853,638 reactions. Task: Predict the reaction yield, written as a fraction of the theoretical maximum amount of product (1.0 means a 100% yield; for example, 0.34 means a 34% yield). (1) The reactants are [CH3:1][O:2][C:3]1[CH:4]=[C:5]2[C:10](=[CH:11][C:12]=1[O:13][CH3:14])[N:9]=[CH:8][CH:7]=[C:6]2[O:15][C:16]1[CH:22]=[CH:21][C:19]([NH2:20])=[CH:18][CH:17]=1.C(N(CC)CC)C.ClC(Cl)(O[C:34](=[O:40])OC(Cl)(Cl)Cl)Cl.[NH2:42][C@@H:43]1[C:51]2[C:46](=[CH:47][CH:48]=[CH:49][CH:50]=2)[CH2:45][CH2:44]1. The catalyst is C(Cl)(Cl)Cl. The product is [C@@H:43]1([NH:42][C:34]([NH:20][C:19]2[CH:21]=[CH:22][C:16]([O:15][C:6]3[C:5]4[C:10](=[CH:11][C:12]([O:13][CH3:14])=[C:3]([O:2][CH3:1])[CH:4]=4)[N:9]=[CH:8][CH:7]=3)=[CH:17][CH:18]=2)=[O:40])[C:51]2[C:46](=[CH:47][CH:48]=[CH:49][CH:50]=2)[CH2:45][CH2:44]1. The yield is 0.400. (2) The catalyst is C(OCC)C. The yield is 0.520. The product is [C:16]([O:8][C:5]1[CH:4]=[CH:3][C:2]([Br:1])=[CH:7][N:6]=1)(=[O:18])[CH3:17]. The reactants are [Br:1][C:2]1[CH:3]=[CH:4][C:5]([OH:8])=[N:6][CH:7]=1.C(N(CC)CC)C.[C:16](Cl)(=[O:18])[CH3:17]. (3) The reactants are Cl[C:2]1[N:7]=[C:6]([NH:8][C:9]2[CH:14]=[CH:13][C:12]3[O:15][CH2:16][CH2:17][O:18][C:11]=3[CH:10]=2)[C:5]([F:19])=[CH:4][N:3]=1.C(N(CC)C(C)C)(C)C.[CH2:29]([O:35][C:36]1[CH:42]=[CH:41][C:39]([NH2:40])=[CH:38][CH:37]=1)[CH2:30][CH2:31][CH2:32][CH2:33][CH3:34]. The catalyst is C(O)CO. The product is [CH2:17]1[CH2:16][O:15][C:12]2[CH:13]=[CH:14][C:9]([NH:8][C:6]3[C:5]([F:19])=[CH:4][N:3]=[C:2]([NH:40][C:39]4[CH:38]=[CH:37][C:36]([O:35][CH2:29][CH2:30][CH2:31][CH2:32][CH2:33][CH3:34])=[CH:42][CH:41]=4)[N:7]=3)=[CH:10][C:11]=2[O:18]1. The yield is 0.230. (4) The reactants are Br[C:2]1[N:3]=[C:4]([CH:24]2[CH2:29][CH2:28][CH2:27][CH2:26][CH2:25]2)[N:5]2[C:10]3[CH:11]=[CH:12][N:13](S(C4C=CC(C)=CC=4)(=O)=O)[C:9]=3[N:8]=[CH:7][C:6]=12.C(Cl)Cl.[C:33]1(B(O)O)[CH:38]=[CH:37][CH:36]=[CH:35][CH:34]=1.C([O-])([O-])=O.[Na+].[Na+]. The catalyst is C1COCC1.O.CCOC(C)=O.[Cl-].[Na+].O.C1C=CC(P(C2C=CC=CC=2)[C-]2C=CC=C2)=CC=1.C1C=CC(P(C2C=CC=CC=2)[C-]2C=CC=C2)=CC=1.Cl[Pd]Cl.[Fe+2]. The product is [CH:24]1([C:4]2[N:5]3[C:10]4[CH:11]=[CH:12][NH:13][C:9]=4[N:8]=[CH:7][C:6]3=[C:2]([C:33]3[CH:38]=[CH:37][CH:36]=[CH:35][CH:34]=3)[N:3]=2)[CH2:25][CH2:26][CH2:27][CH2:28][CH2:29]1. The yield is 0.280. (5) The reactants are [CH3:1][O:2][C:3]1[CH:12]=[C:11]2[C:6]([C:7](Cl)=[CH:8][CH:9]=[N:10]2)=[CH:5][C:4]=1[C:14]([NH2:16])=[O:15].CS(C)=O.[Cl:21][C:22]1[CH:27]=[C:26]([OH:28])[CH:25]=[CH:24][C:23]=1[NH:29][C:30]([NH:32][CH:33]1[CH2:35][CH2:34]1)=[O:31].CC(C)([O-])C.[K+]. The catalyst is O.O.CC(C)=O. The product is [Cl:21][C:22]1[CH:27]=[C:26]([CH:25]=[CH:24][C:23]=1[NH:29][C:30]([NH:32][CH:33]1[CH2:34][CH2:35]1)=[O:31])[O:28][C:7]1[C:6]2[C:11](=[CH:12][C:3]([O:2][CH3:1])=[C:4]([C:14]([NH2:16])=[O:15])[CH:5]=2)[N:10]=[CH:9][CH:8]=1. The yield is 0.963. (6) The reactants are [CH2:1]([O:3][C:4](/[C:6](/O[Li])=[CH:7]/[C:8]([C:10]1[CH:15]=[CH:14][CH:13]=[CH:12][C:11]=1[CH3:16])=O)=[O:5])[CH3:2].[NH2:19][NH2:20]. No catalyst specified. The product is [CH3:16][C:11]1[CH:12]=[CH:13][CH:14]=[CH:15][C:10]=1[C:8]1[CH:7]=[C:6]([C:4]([O:3][CH2:1][CH3:2])=[O:5])[NH:20][N:19]=1. The yield is 0.880.